From a dataset of Reaction yield outcomes from USPTO patents with 853,638 reactions. Predict the reaction yield, written as a fraction of the theoretical maximum amount of product (1.0 means a 100% yield; for example, 0.34 means a 34% yield). (1) The reactants are [C:1]([O:5][C@@H:6]([C:11]1[C:40]([CH3:41])=[CH:39][C:38]2=[N:42][C:35]3=[CH:36][N:37]2[C:12]=1[N:13]1[CH2:48][CH2:47][C:16]([CH3:49])([O:17][CH2:18][CH2:19][CH2:20][CH2:21][C@H:22]([CH3:46])[O:23][C:24]2[CH:25]=[C:26]([F:45])[CH:27]=[C:28]([F:44])[C:29]=2[C:30]2[CH:43]=[C:34]3[CH:33]=[CH:32][CH:31]=2)[CH2:15][CH2:14]1)[C:7]([O:9]C)=[O:8])([CH3:4])([CH3:3])[CH3:2].[C:50](O[C@@H](C1C(C)=CC2=NC3=C(Cl)N2C=1N1CCC(C)(OCCCC[C@H](C)OC2C=CC(C)=CC=2C2C=C3C=CC=2)CC1)C(O)=O)(C)(C)C. No catalyst specified. The product is [C:1]([O:5][C@@H:6]([C:11]1[C:40]([CH3:41])=[C:39]([CH3:50])[C:38]2=[N:42][C:35]3=[CH:36][N:37]2[C:12]=1[N:13]1[CH2:14][CH2:15][C:16]([CH3:49])([O:17][CH2:18][CH2:19][CH2:20][CH2:21][C@H:22]([CH3:46])[O:23][C:24]2[CH:25]=[C:26]([F:45])[CH:27]=[C:28]([F:44])[C:29]=2[C:30]2[CH:43]=[C:34]3[CH:33]=[CH:32][CH:31]=2)[CH2:47][CH2:48]1)[C:7]([OH:9])=[O:8])([CH3:2])([CH3:3])[CH3:4]. The yield is 0.0720. (2) The reactants are [CH2:1]([O:3][C:4](=[O:15])[C:5]#[C:6][C:7]1[CH:12]=[CH:11][CH:10]=[CH:9][C:8]=1[O:13][CH3:14])[CH3:2].[C:16]([O:20][C:21]([N:23]1[C:32]2[C:27](=[CH:28][CH:29]=[C:30]([CH2:33][CH2:34][O:35][C:36]3[CH:37]=[C:38]4[C:42](=[CH:43][CH:44]=3)[NH:41][CH:40]=[CH:39]4)[N:31]=2)[CH2:26][CH2:25][CH2:24]1)=[O:22])([CH3:19])([CH3:18])[CH3:17]. No catalyst specified. The product is [C:16]([O:20][C:21]([N:23]1[C:32]2[C:27](=[CH:28][CH:29]=[C:30]([CH2:33][CH2:34][O:35][C:36]3[CH:37]=[C:38]4[C:42](=[CH:43][CH:44]=3)[N:41]([C:6]([C:7]3[CH:12]=[CH:11][CH:10]=[CH:9][C:8]=3[O:13][CH3:14])=[CH:5][C:4]([O:3][CH2:1][CH3:2])=[O:15])[CH:40]=[CH:39]4)[N:31]=2)[CH2:26][CH2:25][CH2:24]1)=[O:22])([CH3:19])([CH3:17])[CH3:18]. The yield is 0.800. (3) The reactants are [CH3:1][N:2]([CH2:4][CH:5]1[CH2:10][CH2:9][N:8]([C:11]2[CH:12]=[C:13]([C:24](O)=[O:25])[C:14]3[C:15]([CH3:23])=[CH:16][N:17]([CH:20]([CH3:22])[CH3:21])[C:18]=3[CH:19]=2)[CH2:7][CH2:6]1)[CH3:3].[NH2:27][CH2:28][C:29]1[C:30](=[O:37])[NH:31][C:32]([CH3:36])=[CH:33][C:34]=1[CH3:35].CN1CCOCC1.ON1C2N=CC=CC=2N=N1.C(Cl)CCl. The catalyst is CS(C)=O. The product is [CH3:35][C:34]1[CH:33]=[C:32]([CH3:36])[NH:31][C:30](=[O:37])[C:29]=1[CH2:28][NH:27][C:24]([C:13]1[C:14]2[C:15]([CH3:23])=[CH:16][N:17]([CH:20]([CH3:21])[CH3:22])[C:18]=2[CH:19]=[C:11]([N:8]2[CH2:9][CH2:10][CH:5]([CH2:4][N:2]([CH3:1])[CH3:3])[CH2:6][CH2:7]2)[CH:12]=1)=[O:25]. The yield is 0.550. (4) The reactants are [C:1]([CH2:3]P(=O)(OCC)OCC)#[N:2].CC(C)([O-])C.[K+].O=[C:19]1[CH2:22][N:21]([C:23]([O:25][C:26]([CH3:29])([CH3:28])[CH3:27])=[O:24])[CH2:20]1.O. The catalyst is O1CCCC1. The product is [C:1]([CH:3]=[C:19]1[CH2:22][N:21]([C:23]([O:25][C:26]([CH3:29])([CH3:28])[CH3:27])=[O:24])[CH2:20]1)#[N:2]. The yield is 0.580.